From a dataset of Reaction yield outcomes from USPTO patents with 853,638 reactions. Predict the reaction yield, written as a fraction of the theoretical maximum amount of product (1.0 means a 100% yield; for example, 0.34 means a 34% yield). (1) The reactants are [C:1]([O:5][C:6](=[O:21])[N:7]([CH:18]([CH3:20])[CH3:19])[CH2:8][C:9]1[CH:14]=[CH:13][CH:12]=[CH:11][C:10]=1[N+:15]([O-])=O)([CH3:4])([CH3:3])[CH3:2].C(O)(=O)C. The catalyst is C(OCC)(=O)C.[Pd]. The product is [C:1]([O:5][C:6](=[O:21])[N:7]([CH2:8][C:9]1[CH:14]=[CH:13][CH:12]=[CH:11][C:10]=1[NH2:15])[CH:18]([CH3:20])[CH3:19])([CH3:3])([CH3:4])[CH3:2]. The yield is 0.870. (2) The reactants are [NH:1]1[CH2:5][CH2:4][CH2:3][CH2:2]1.[C:6]1([C:12]([C:20]2[CH:25]=[CH:24][CH:23]=[CH:22][CH:21]=2)([C:14]2[CH:19]=[CH:18][CH:17]=[CH:16][CH:15]=2)Cl)[CH:11]=[CH:10][CH:9]=[CH:8][CH:7]=1.C(=O)([O-])[O-].[K+].[K+].C(=O)([O-])O.[Na+]. The catalyst is C(OCC)(=O)C.C(#N)C. The product is [C:6]1([C:12]([C:14]2[CH:15]=[CH:16][CH:17]=[CH:18][CH:19]=2)([C:20]2[CH:21]=[CH:22][CH:23]=[CH:24][CH:25]=2)[N:1]2[CH2:5][CH2:4][CH2:3][CH2:2]2)[CH:7]=[CH:8][CH:9]=[CH:10][CH:11]=1. The yield is 0.800. (3) The reactants are [Si]([O:8][C:9]1[CH:10]=[C:11]([CH:23]=[CH:24][C:25]=1[Cl:26])[CH2:12][NH:13][C@@H:14]([C:16]1[CH:21]=[CH:20][CH:19]=[C:18]([Cl:22])[CH:17]=1)[CH3:15])(C(C)(C)C)(C)C.[F-].C([N+](CCCC)(CCCC)CCCC)CCC. The catalyst is C1COCC1. The product is [Cl:26][C:25]1[CH:24]=[CH:23][C:11]([CH2:12][NH:13][C@@H:14]([C:16]2[CH:21]=[CH:20][CH:19]=[C:18]([Cl:22])[CH:17]=2)[CH3:15])=[CH:10][C:9]=1[OH:8]. The yield is 0.910.